From a dataset of Merck oncology drug combination screen with 23,052 pairs across 39 cell lines. Regression. Given two drug SMILES strings and cell line genomic features, predict the synergy score measuring deviation from expected non-interaction effect. (1) Drug 1: CC(=O)OC1C(=O)C2(C)C(O)CC3OCC3(OC(C)=O)C2C(OC(=O)c2ccccc2)C2(O)CC(OC(=O)C(O)C(NC(=O)c3ccccc3)c3ccccc3)C(C)=C1C2(C)C. Drug 2: CCc1cnn2c(NCc3ccc[n+]([O-])c3)cc(N3CCCCC3CCO)nc12. Cell line: UWB1289. Synergy scores: synergy=-20.2. (2) Drug 1: O=C(CCCCCCC(=O)Nc1ccccc1)NO. Drug 2: CCc1cnn2c(NCc3ccc[n+]([O-])c3)cc(N3CCCCC3CCO)nc12. Cell line: UACC62. Synergy scores: synergy=-26.7. (3) Drug 1: Cc1nc(Nc2ncc(C(=O)Nc3c(C)cccc3Cl)s2)cc(N2CCN(CCO)CC2)n1. Drug 2: Cn1c(=O)n(-c2ccc(C(C)(C)C#N)cc2)c2c3cc(-c4cnc5ccccc5c4)ccc3ncc21. Cell line: OCUBM. Synergy scores: synergy=34.6. (4) Drug 1: CCN(CC)CCNC(=O)c1c(C)[nH]c(C=C2C(=O)Nc3ccc(F)cc32)c1C. Drug 2: CC1(c2nc3c(C(N)=O)cccc3[nH]2)CCCN1. Cell line: RKO. Synergy scores: synergy=6.20. (5) Drug 1: O=C(CCCCCCC(=O)Nc1ccccc1)NO. Drug 2: Cc1nc(Nc2ncc(C(=O)Nc3c(C)cccc3Cl)s2)cc(N2CCN(CCO)CC2)n1. Cell line: SW837. Synergy scores: synergy=30.5. (6) Drug 1: COC12C(COC(N)=O)C3=C(C(=O)C(C)=C(N)C3=O)N1CC1NC12. Drug 2: Cn1c(=O)n(-c2ccc(C(C)(C)C#N)cc2)c2c3cc(-c4cnc5ccccc5c4)ccc3ncc21. Cell line: A375. Synergy scores: synergy=70.5. (7) Drug 1: COC12C(COC(N)=O)C3=C(C(=O)C(C)=C(N)C3=O)N1CC1NC12. Drug 2: COC1CC2CCC(C)C(O)(O2)C(=O)C(=O)N2CCCCC2C(=O)OC(C(C)CC2CCC(OP(C)(C)=O)C(OC)C2)CC(=O)C(C)C=C(C)C(O)C(OC)C(=O)C(C)CC(C)C=CC=CC=C1C. Cell line: NCIH1650. Synergy scores: synergy=35.4. (8) Drug 1: COc1cccc2c1C(=O)c1c(O)c3c(c(O)c1C2=O)CC(O)(C(=O)CO)CC3OC1CC(N)C(O)C(C)O1. Drug 2: Cc1nc(Nc2ncc(C(=O)Nc3c(C)cccc3Cl)s2)cc(N2CCN(CCO)CC2)n1. Cell line: LNCAP. Synergy scores: synergy=27.2.